Dataset: Forward reaction prediction with 1.9M reactions from USPTO patents (1976-2016). Task: Predict the product of the given reaction. (1) Given the reactants C([O:3][C:4]([C:6]1[C:7]([CH3:24])=[N:8][N:9]([C:13]2[C:18]([F:19])=[CH:17][CH:16]=[CH:15][C:14]=2[CH2:20][N:21]([CH3:23])[CH3:22])[C:10]=1CC)=O)C.[H-].[Al+3].[Li+].[H-].[H-].[H-].O.[OH-].[Na+], predict the reaction product. The product is: [CH3:23][N:21]([CH2:20][C:14]1[CH:15]=[CH:16][CH:17]=[C:18]([F:19])[C:13]=1[N:9]1[CH:10]=[C:6]([CH2:4][OH:3])[C:7]([CH3:24])=[N:8]1)[CH3:22]. (2) Given the reactants C([O:5][C:6]([N:8]1[CH2:13][CH2:12][CH:11]([N:14]2[C:18]3=[N:19][CH:20]=[N:21][C:22]([O:23][C:24]4[CH:29]=[CH:28][C:27]([S:30]([CH3:33])(=[O:32])=[O:31])=[CH:26][C:25]=4[F:34])=[C:17]3[CH:16]=[N:15]2)[CH2:10][CH2:9]1)=[O:7])(C)(C)C.FC(F)(F)C(O)=O.ClCCl, predict the reaction product. The product is: [F:34][C:25]1[CH:26]=[C:27]([S:30]([CH3:33])(=[O:32])=[O:31])[CH:28]=[CH:29][C:24]=1[O:23][C:22]1[N:21]=[CH:20][N:19]=[C:18]2[N:14]([CH:11]3[CH2:12][CH2:13][N:8]([C:6]([OH:7])=[O:5])[CH2:9][CH2:10]3)[N:15]=[CH:16][C:17]=12.